From a dataset of NCI-60 drug combinations with 297,098 pairs across 59 cell lines. Regression. Given two drug SMILES strings and cell line genomic features, predict the synergy score measuring deviation from expected non-interaction effect. (1) Drug 1: CC1=C(C(CCC1)(C)C)C=CC(=CC=CC(=CC(=O)O)C)C. Drug 2: C(CC(=O)O)C(=O)CN.Cl. Cell line: SF-539. Synergy scores: CSS=13.4, Synergy_ZIP=-7.86, Synergy_Bliss=-5.08, Synergy_Loewe=-2.74, Synergy_HSA=-0.298. (2) Drug 1: CC1=C2C(C(=O)C3(C(CC4C(C3C(C(C2(C)C)(CC1OC(=O)C(C(C5=CC=CC=C5)NC(=O)C6=CC=CC=C6)O)O)OC(=O)C7=CC=CC=C7)(CO4)OC(=O)C)O)C)OC(=O)C. Drug 2: C1=NC(=NC(=O)N1C2C(C(C(O2)CO)O)O)N. Cell line: CAKI-1. Synergy scores: CSS=7.12, Synergy_ZIP=-10.2, Synergy_Bliss=-14.3, Synergy_Loewe=-20.9, Synergy_HSA=-15.7. (3) Drug 1: COC1=NC(=NC2=C1N=CN2C3C(C(C(O3)CO)O)O)N. Drug 2: CN(CCCl)CCCl.Cl. Cell line: MDA-MB-231. Synergy scores: CSS=4.39, Synergy_ZIP=-2.55, Synergy_Bliss=2.11, Synergy_Loewe=-12.9, Synergy_HSA=-4.38. (4) Drug 1: CN1C2=C(C=C(C=C2)N(CCCl)CCCl)N=C1CCCC(=O)O.Cl. Drug 2: CN(CCCl)CCCl.Cl. Cell line: UACC62. Synergy scores: CSS=21.4, Synergy_ZIP=-6.28, Synergy_Bliss=0.00507, Synergy_Loewe=-25.1, Synergy_HSA=0.411.